This data is from Reaction yield outcomes from USPTO patents with 853,638 reactions. The task is: Predict the reaction yield, written as a fraction of the theoretical maximum amount of product (1.0 means a 100% yield; for example, 0.34 means a 34% yield). (1) The reactants are C1CCN2C(=NCCC2)CC1.[N+:12]([C:15]1[CH:16]=[C:17]([CH:26]=[CH:27][CH:28]=1)[CH:18]=[C:19]1[NH:23][C:22](=[O:24])[NH:21][C:20]1=[O:25])([O-:14])=[O:13].Cl[CH2:30][C:31]1[CH:39]=[CH:38][C:34]2[O:35][CH2:36][O:37][C:33]=2[CH:32]=1. The catalyst is C(Cl)Cl. The product is [O:35]1[C:34]2[CH:38]=[CH:39][C:31]([CH2:30][N:21]3[C:20](=[O:25])[C:19](=[CH:18][C:17]4[CH:26]=[CH:27][CH:28]=[C:15]([N+:12]([O-:14])=[O:13])[CH:16]=4)[NH:23][C:22]3=[O:24])=[CH:32][C:33]=2[O:37][CH2:36]1. The yield is 0.110. (2) The reactants are [N:1]1[CH:6]=[CH:5][CH:4]=[C:3]([C:7]2[N:16]=[CH:15][C:14]3[C:9](=[C:10]([C:17]([O:19]C)=[O:18])[CH:11]=[CH:12][CH:13]=3)[N:8]=2)[CH:2]=1.[Li+].[OH-]. The catalyst is C1COCC1.O. The product is [N:1]1[CH:6]=[CH:5][CH:4]=[C:3]([C:7]2[N:16]=[CH:15][C:14]3[C:9](=[C:10]([C:17]([OH:19])=[O:18])[CH:11]=[CH:12][CH:13]=3)[N:8]=2)[CH:2]=1. The yield is 0.900. (3) The reactants are CC(C)(C)CO.CCN(CC)CC.ClCC(Cl)=O.Cl[CH2:20][C:21]([O:23][CH2:24][C:25]([CH3:28])([CH3:27])[CH3:26])=[O:22].[O:29]=[C:30]1[NH:35][C:34](=[O:36])[C:33]([S-:37])=[N:32][NH:31]1.[Na+].[OH-].[Na+]. The catalyst is C(Cl)Cl.CCO.O.CO. The yield is 0.190. The product is [O:29]=[C:30]1[NH:35][C:34](=[O:36])[C:33]([S:37][CH2:20][C:21]([O:23][CH2:24][C:25]([CH3:28])([CH3:27])[CH3:26])=[O:22])=[N:32][NH:31]1. (4) The reactants are [C:1]([O:7][CH2:8][CH3:9])(=[O:6])[CH2:2][C:3]([O-:5])=O.[K+].[Cl-].[Mg+2].[Cl-].C(N(CC)CC)C.[CH3:21][C@H:22]([C@H:26]([CH3:30])[CH2:27][CH2:28][CH3:29])C(Cl)=O. The catalyst is C(#N)C. The product is [CH2:8]([O:7][C:1](=[O:6])[CH2:2][C:3](=[O:5])[C@H:22]([CH3:21])[C@H:26]([CH3:30])[CH2:27][CH2:28][CH3:29])[CH3:9]. The yield is 0.878. (5) The reactants are [Cl:1][C:2]1[N:10]=[C:9]2[C:5]([N:6]=[C:7]([CH:17]=O)[N:8]2[CH:11]2[CH2:16][CH2:15][CH2:14][CH2:13][O:12]2)=[C:4]([N:19]2[CH2:24][CH2:23][O:22][CH2:21][CH2:20]2)[N:3]=1.ClCCCl.[C:29]([N:33]1[CH2:38][CH2:37][NH:36][CH2:35][CH2:34]1)([CH3:32])([CH3:31])[CH3:30].C(O[BH-](OC(=O)C)OC(=O)C)(=O)C.[Na+]. No catalyst specified. The product is [C:29]([N:33]1[CH2:38][CH2:37][N:36]([CH2:17][C:7]2[N:8]([CH:11]3[CH2:16][CH2:15][CH2:14][CH2:13][O:12]3)[C:9]3[C:5]([N:6]=2)=[C:4]([N:19]2[CH2:24][CH2:23][O:22][CH2:21][CH2:20]2)[N:3]=[C:2]([Cl:1])[N:10]=3)[CH2:35][CH2:34]1)([CH3:32])([CH3:31])[CH3:30]. The yield is 0.620. (6) The reactants are [Br:1][C:2]1[C:3]([F:23])=[C:4]([N:8]2[CH:13]=[C:12]([O:14][CH3:15])[C:11](=[O:16])[C:10]([C:17](N(OC)C)=[O:18])=[N:9]2)[CH:5]=[CH:6][CH:7]=1.[CH3:24][Mg+].[Br-]. The catalyst is C1COCC1. The product is [C:17]([C:10]1[C:11](=[O:16])[C:12]([O:14][CH3:15])=[CH:13][N:8]([C:4]2[CH:5]=[CH:6][CH:7]=[C:2]([Br:1])[C:3]=2[F:23])[N:9]=1)(=[O:18])[CH3:24]. The yield is 0.930. (7) The reactants are [OH:1][C:2]1[CH:9]=[CH:8][C:5]([CH:6]=[O:7])=[CH:4][CH:3]=1.Br[C:11]1[CH:16]=[CH:15][C:14](O)=[CH:13][CH:12]=1. No catalyst specified. The product is [C:11]12([C:3]3[CH:4]=[C:5]([CH:8]=[CH:9][C:2]=3[OH:1])[CH:6]=[O:7])[CH2:16][CH:15]3[CH2:4][CH:5]([CH2:8][CH:13]([CH2:14]3)[CH2:12]1)[CH2:6]2. The yield is 0.560.